This data is from Reaction yield outcomes from USPTO patents with 853,638 reactions. The task is: Predict the reaction yield, written as a fraction of the theoretical maximum amount of product (1.0 means a 100% yield; for example, 0.34 means a 34% yield). (1) The reactants are Br[CH2:2][C:3]([N:5]1[C:13]2[C:8](=[CH:9][C:10]([O:17][CH3:18])=[C:11]([N+:14]([O-])=O)[CH:12]=2)[CH2:7][CH2:6]1)=[O:4].C([O-])([O-])=O.[K+].[K+].[CH3:25][NH:26][CH2:27][CH2:28][O:29][CH3:30]. The catalyst is ClCCl.O. The product is [CH3:25][N:26]([CH2:2][C:3]([N:5]1[C:13]2[C:8](=[CH:9][C:10]([O:17][CH3:18])=[C:11]([NH2:14])[CH:12]=2)[CH2:7][CH2:6]1)=[O:4])[CH2:27][CH2:28][O:29][CH3:30]. The yield is 0.890. (2) The reactants are [N:1]#[C:2]Br.[Br:4][C:5]1[CH:11]=[CH:10][C:8]([NH2:9])=[CH:7][CH:6]=1. The catalyst is C(OCC)C. The product is [Br:4][C:5]1[CH:11]=[CH:10][C:8]([NH:9][C:2]#[N:1])=[CH:7][CH:6]=1. The yield is 0.920. (3) The reactants are [CH2:1]([O:4][C:5]([N:7]1[CH2:12][CH:11]=[C:10]([C:13]2[C:14]([C:25]3[CH:30]=[CH:29][N:28]=[C:27](F)[CH:26]=3)=[C:15]([C:18]3[CH:23]=[CH:22][C:21]([F:24])=[CH:20][CH:19]=3)[NH:16][CH:17]=2)[CH2:9][CH2:8]1)=[O:6])[CH:2]=[CH2:3].[C:32]1([C@@H:38]([NH2:40])[CH3:39])[CH:37]=[CH:36][CH:35]=[CH:34][CH:33]=1.Cl.C(=O)([O-])O.[Na+]. No catalyst specified. The product is [CH2:1]([O:4][C:5]([N:7]1[CH2:12][CH:11]=[C:10]([C:13]2[C:14]([C:25]3[CH:30]=[CH:29][N:28]=[C:27]([NH:40][C@H:38]([C:32]4[CH:37]=[CH:36][CH:35]=[CH:34][CH:33]=4)[CH3:39])[CH:26]=3)=[C:15]([C:18]3[CH:23]=[CH:22][C:21]([F:24])=[CH:20][CH:19]=3)[NH:16][CH:17]=2)[CH2:9][CH2:8]1)=[O:6])[CH:2]=[CH2:3]. The yield is 0.490. (4) The reactants are [CH3:1][NH:2][CH2:3][CH2:4][CH:5]([OH:12])[C:6]1[CH:11]=[CH:10][CH:9]=[CH:8][CH:7]=1.[C:13]([OH:23])(=[O:22])[C@H:14]([C:16]1[CH:21]=[CH:20][CH:19]=[CH:18][CH:17]=1)[OH:15]. The catalyst is C(OCC)(=O)C. The product is [C:13]([OH:23])(=[O:22])[C@H:14]([C:16]1[CH:21]=[CH:20][CH:19]=[CH:18][CH:17]=1)[OH:15].[CH3:1][NH:2][CH2:3][CH2:4][C@@H:5]([OH:12])[C:6]1[CH:7]=[CH:8][CH:9]=[CH:10][CH:11]=1. The yield is 0.750. (5) The reactants are [O:1]1[C:10]2[C:5](=[CH:6][CH:7]=[CH:8][CH:9]=2)[CH:4](O)[CH2:3][CH2:2]1.C(OC(=O)C)(=O)C.[H][H]. The catalyst is [Pd].C(O)(=O)C. The product is [O:1]1[C:10]2[C:5](=[CH:6][CH:7]=[CH:8][CH:9]=2)[CH2:4][CH2:3][CH2:2]1. The yield is 0.850. (6) The reactants are Br[C:2]1[CH:3]=[CH:4][C:5]2[C:11]([CH3:13])([CH3:12])[CH2:10][NH:9][C:8](=[O:14])[NH:7][C:6]=2[CH:15]=1.[Cl:16][CH2:17][CH2:18][CH2:19]/[CH:20]=[CH:21]/B(O)O.C(=O)([O-])[O-].[Na+].[Na+]. The catalyst is C(COC)OC.O.C(OCC)(=O)C.C1C=CC([P]([Pd]([P](C2C=CC=CC=2)(C2C=CC=CC=2)C2C=CC=CC=2)([P](C2C=CC=CC=2)(C2C=CC=CC=2)C2C=CC=CC=2)[P](C2C=CC=CC=2)(C2C=CC=CC=2)C2C=CC=CC=2)(C2C=CC=CC=2)C2C=CC=CC=2)=CC=1. The product is [Cl:16][CH2:17][CH2:18][CH2:19][CH:20]=[CH:21][C:2]1[CH:3]=[CH:4][C:5]2[C:11]([CH3:13])([CH3:12])[CH2:10][NH:9][C:8](=[O:14])[NH:7][C:6]=2[CH:15]=1. The yield is 0.980. (7) The reactants are O[Li].O.C[O:5][C:6](=[O:25])[C:7]1[CH:12]=[C:11]([N:13]2[CH:17]=[N:16][N:15]=[N:14]2)[CH:10]=[C:9]([C:18]2[CH:23]=[CH:22][C:21]([CH3:24])=[CH:20][N:19]=2)[CH:8]=1. The catalyst is O.C1COCC1. The product is [CH3:24][C:21]1[CH:22]=[CH:23][C:18]([C:9]2[CH:8]=[C:7]([CH:12]=[C:11]([N:13]3[CH:17]=[N:16][N:15]=[N:14]3)[CH:10]=2)[C:6]([OH:25])=[O:5])=[N:19][CH:20]=1. The yield is 0.930. (8) The reactants are Cl.[CH2:2]([N:9]1[CH2:14][CH2:13][O:12][CH:11]([C:15]([OH:17])=O)[CH2:10]1)[C:3]1[CH:8]=[CH:7][CH:6]=[CH:5][CH:4]=1.F[B-](F)(F)F.N1(OC(N(C)C)=[N+](C)C)C2C=CC=CC=2N=N1.O.ON1C2C=CC=CC=2N=N1.C(N(CC)C(C)C)(C)C.O[N:61]=[C:62]([NH2:69])[C:63]1[CH:68]=[CH:67][CH:66]=[CH:65][CH:64]=1. The catalyst is O. The product is [CH2:2]([N:9]1[CH2:14][CH2:13][O:12][CH:11]([C:15]2[O:17][N:69]=[C:62]([C:63]3[CH:68]=[CH:67][CH:66]=[CH:65][CH:64]=3)[N:61]=2)[CH2:10]1)[C:3]1[CH:4]=[CH:5][CH:6]=[CH:7][CH:8]=1. The yield is 0.770. (9) The reactants are [C:1]([C@@H:3]1[CH2:7][N:6]([C:8]([O:10][C:11]([CH3:14])([CH3:13])[CH3:12])=[O:9])[C@H:5]([C:15]([O:17][CH3:18])=[O:16])[CH2:4]1)#N.Cl.[C:20](OC(OC(C)(C)C)=O)(OC(C)(C)C)=[O:21].C[OH:36]. No catalyst specified. The product is [N:6]1([C:8]([O:10][C:11]([CH3:14])([CH3:13])[CH3:12])=[O:9])[CH2:7][C@@H:3]([C:1]([O:21][CH3:20])=[O:36])[CH2:4][C@H:5]1[C:15]([O:17][CH3:18])=[O:16]. The yield is 0.940. (10) The reactants are [C:1]([NH:5][C:6]([C:8]1[C:16]2[C:11](=[N:12][CH:13]=[C:14]([N:17]3[C:25]4[C:20](=[CH:21][CH:22]=[C:23]([C:26]([F:29])([F:28])[F:27])[CH:24]=4)[CH:19]=[N:18]3)[N:15]=2)[N:10](COCC[Si](C)(C)C)[CH:9]=1)=[O:7])([CH3:4])([CH3:3])[CH3:2].FC(F)(F)C(O)=O. The catalyst is ClCCl. The product is [C:1]([NH:5][C:6]([C:8]1[C:16]2[C:11](=[N:12][CH:13]=[C:14]([N:17]3[C:25]4[C:20](=[CH:21][CH:22]=[C:23]([C:26]([F:27])([F:29])[F:28])[CH:24]=4)[CH:19]=[N:18]3)[N:15]=2)[NH:10][CH:9]=1)=[O:7])([CH3:4])([CH3:2])[CH3:3]. The yield is 0.260.